Task: Predict the reactants needed to synthesize the given product.. Dataset: Full USPTO retrosynthesis dataset with 1.9M reactions from patents (1976-2016) (1) Given the product [CH3:35][O:34][C:31]1[CH:32]=[CH:33][C:28]([C:12]2[C:13]3=[N:14][CH:15]=[C:16]([N:36]4[CH2:40][CH2:39][CH2:38][CH2:37]4)[CH:17]=[C:18]3[NH:19][C:11]=2[C:9]2[CH:8]=[CH:7][N:6]=[C:5]([NH:4][C:1](=[O:3])[CH3:2])[CH:10]=2)=[N:29][CH:30]=1, predict the reactants needed to synthesize it. The reactants are: [C:1]([NH:4][C:5]1[CH:10]=[C:9]([C:11]2[N:19](C(OC(C)(C)C)=O)[C:18]3[C:13](=[N:14][CH:15]=[C:16](Br)[CH:17]=3)[C:12]=2[C:28]2[CH:33]=[CH:32][C:31]([O:34][CH3:35])=[CH:30][N:29]=2)[CH:8]=[CH:7][N:6]=1)(=[O:3])[CH3:2].[NH:36]1[CH2:40][CH2:39][CH2:38][C@H:37]1C(O)=O.C([O-])([O-])=O.[K+].[K+].N1CCCC1. (2) Given the product [CH3:3][C:4]1[O:5][C:6]([C:12]2[CH:17]=[CH:16][C:15]([NH:18][C:19](=[O:33])[CH2:20][C:21]3[CH:26]=[C:25]([OH:27])[C:24]([OH:29])=[C:23]([OH:31])[CH:22]=3)=[CH:14][C:13]=2[N+:34]([O-:36])=[O:35])=[CH:7][C:8]=1[C:9]([OH:11])=[O:10], predict the reactants needed to synthesize it. The reactants are: N#N.[CH3:3][C:4]1[O:5][C:6]([C:12]2[CH:17]=[CH:16][C:15]([NH:18][C:19](=[O:33])[CH2:20][C:21]3[CH:26]=[C:25]([O:27]C)[C:24]([O:29]C)=[C:23]([O:31]C)[CH:22]=3)=[CH:14][C:13]=2[N+:34]([O-:36])=[O:35])=[CH:7][C:8]=1[C:9]([OH:11])=[O:10].B(Br)(Br)Br.O. (3) Given the product [Cl:1][C:2]1[CH:3]=[C:4]2[C:9](=[CH:10][C:11]=1[C:12]([N:69]1[CH2:70][CH2:71][CH2:72][C@H:68]1[C:66]([O:65][CH2:63][CH3:64])=[O:67])=[O:13])[N:8]=[CH:7][N:6]=[C:5]2[NH:15][CH:16]([C:18]1[NH:22][C:21]2[CH:23]=[CH:24][C:25]([Cl:27])=[CH:26][C:20]=2[N:19]=1)[CH3:17], predict the reactants needed to synthesize it. The reactants are: [Cl:1][C:2]1[CH:3]=[C:4]2[C:9](=[CH:10][C:11]=1[C:12](O)=[O:13])[N:8]=[CH:7][N:6]=[C:5]2[NH:15][CH:16]([C:18]1[NH:22][C:21]2[CH:23]=[CH:24][C:25]([Cl:27])=[CH:26][C:20]=2[N:19]=1)[CH3:17].FC1C(OC(N(C)C)=[N+](C)C)=C(F)C(F)=C(F)C=1F.F[P-](F)(F)(F)(F)F.C(N(C(C)C)CC)(C)C.[CH2:63]([O:65][C:66]([C@@H:68]1[CH2:72][CH2:71][CH2:70][NH:69]1)=[O:67])[CH3:64]. (4) Given the product [Cl:6][C:7]1[S:8][C:9]([C:14]([O:16][CH:17]([CH3:19])[CH3:18])=[O:15])=[C:10]([C:12]([OH:23])=[O:13])[N:11]=1, predict the reactants needed to synthesize it. The reactants are: OS(O)(=O)=O.[Cl:6][C:7]1[S:8][C:9]([C:14]([O:16][CH:17]([CH3:19])[CH3:18])=[O:15])=[C:10]([CH2:12][OH:13])[N:11]=1.C([OH:23])(C)C. (5) Given the product [N:1]1[C:10]2[C:5](=[CH:6][CH:7]=[CH:8][CH:9]=2)[CH:4]=[CH:3][C:2]=1[CH2:11][O:12][C:13]1[CH:18]=[CH:17][C:16]2[N:19]([CH2:20][C:21]3[CH:26]=[CH:25][C:24]([C:27]([F:29])([F:30])[F:28])=[CH:23][CH:22]=3)[C:34]([CH2:35][C:36]3([C:32]([OH:42])=[O:33])[CH2:40][CH2:39][CH2:38][CH2:37]3)=[N:31][C:15]=2[CH:14]=1, predict the reactants needed to synthesize it. The reactants are: [N:1]1[C:10]2[C:5](=[CH:6][CH:7]=[CH:8][CH:9]=2)[CH:4]=[CH:3][C:2]=1[CH2:11][O:12][C:13]1[CH:14]=[C:15]([NH2:31])[C:16]([NH:19][CH2:20][C:21]2[CH:26]=[CH:25][C:24]([C:27]([F:30])([F:29])[F:28])=[CH:23][CH:22]=2)=[CH:17][CH:18]=1.[C:32]1(=[O:42])[C:36]2([CH2:40][CH2:39][CH2:38][CH2:37]2)[CH2:35][C:34](=O)[O:33]1.